From a dataset of Forward reaction prediction with 1.9M reactions from USPTO patents (1976-2016). Predict the product of the given reaction. Given the reactants [CH3:1][C:2]1[C:7]([CH3:8])=[CH:6][CH:5]=[CH:4][C:3]=1[O:9][C:10]1[CH:15]=[CH:14][C:13]([NH:16][C:17](=[O:22])[C:18]([CH3:21])([CH3:20])[NH2:19])=[CH:12][CH:11]=1.Cl[C:24](Cl)([O:26]C(=O)OC(Cl)(Cl)Cl)Cl, predict the reaction product. The product is: [CH3:1][C:2]1[C:7]([CH3:8])=[CH:6][CH:5]=[CH:4][C:3]=1[O:9][C:10]1[CH:15]=[CH:14][C:13]([N:16]2[C:17](=[O:22])[C:18]([CH3:20])([CH3:21])[NH:19][C:24]2=[O:26])=[CH:12][CH:11]=1.